From a dataset of Full USPTO retrosynthesis dataset with 1.9M reactions from patents (1976-2016). Predict the reactants needed to synthesize the given product. (1) Given the product [C:15]([O:14][C:12]1[CH:11]=[C:7]([CH:6]=[C:5]([O:4][C:1](=[O:3])[CH3:2])[CH:13]=1)[C:8]([NH:30][C:31]1[CH:36]=[CH:35][C:34]([OH:37])=[CH:33][CH:32]=1)=[O:10])(=[O:17])[CH3:16], predict the reactants needed to synthesize it. The reactants are: [C:1]([O:4][C:5]1[CH:6]=[C:7]([CH:11]=[C:12]([O:14][C:15](=[O:17])[CH3:16])[CH:13]=1)[C:8]([OH:10])=O)(=[O:3])[CH3:2].C(N(CC)CC)C.CS(Cl)(=O)=O.[NH2:30][C:31]1[CH:36]=[CH:35][C:34]([OH:37])=[CH:33][CH:32]=1. (2) Given the product [O:11]([C@H:8]1[CH2:9][CH2:10][C@H:5]([C:3]([NH:19][NH2:20])=[O:2])[CH2:6][CH2:7]1)[C:12]1[CH:17]=[CH:16][CH:15]=[CH:14][CH:13]=1, predict the reactants needed to synthesize it. The reactants are: C[O:2][C:3]([C@H:5]1[CH2:10][CH2:9][C@H:8]([O:11][C:12]2[CH:17]=[CH:16][CH:15]=[CH:14][CH:13]=2)[CH2:7][CH2:6]1)=O.O.[NH2:19][NH2:20]. (3) Given the product [C:4]([O:3][C:1]([N:8]1[CH2:11][CH:10]([CH2:12][OH:13])[CH2:9]1)=[O:2])([CH3:7])([CH3:6])[CH3:5], predict the reactants needed to synthesize it. The reactants are: [C:1]([N:8]1[CH2:11][CH:10]([C:12](O)=[O:13])[CH2:9]1)([O:3][C:4]([CH3:7])([CH3:6])[CH3:5])=[O:2].C1N=CN(C(N2C=NC=C2)=O)C=1.[BH4-].[Na+].CC(C)=O. (4) Given the product [CH3:19][CH:12]1[CH2:11][C:10]2[C:15](=[CH:16][CH:17]=[C:8]([CH2:7][CH2:3][N:30]3[CH2:29][CH2:28][N:27]([C:20]([O:22][C:23]([CH3:26])([CH3:25])[CH3:24])=[O:21])[CH2:32][CH2:31]3)[CH:9]=2)[C:14](=[O:18])[O:13]1, predict the reactants needed to synthesize it. The reactants are: Cl.O1CCO[CH:3]1[CH2:7][C:8]1[CH:9]=[C:10]2[C:15](=[CH:16][CH:17]=1)[C:14](=[O:18])[O:13][CH:12]([CH3:19])[CH2:11]2.[C:20]([N:27]1[CH2:32][CH2:31][NH:30][CH2:29][CH2:28]1)([O:22][C:23]([CH3:26])([CH3:25])[CH3:24])=[O:21].C(O[BH-](OC(=O)C)OC(=O)C)(=O)C.[Na+].